From a dataset of Experimentally validated miRNA-target interactions with 360,000+ pairs, plus equal number of negative samples. Binary Classification. Given a miRNA mature sequence and a target amino acid sequence, predict their likelihood of interaction. (1) The miRNA is hsa-miR-6799-5p with sequence GGGGAGGUGUGCAGGGCUGG. Result: 1 (interaction). The protein sequence of the target gene is MPVSTSLHQDGSQERPVSLTSTTSSSGSSCDSRSAMEEPSSSEAPAKNGAGSLRSRHLPNSNNNSSSWLNVKGPLSPFNSRAAAGPAHHKLSYLGRVVREIVETERMYVQDLRSIVEDYLLKIIDTPGLLKPEQVSALFGNIENIYALNSQLLRDLDSCNSDPVAVASCFVERSQEFDIYTQYCNNYPNSVAALTECMRDKQQAKFFRDRQELLQHSLPLGSYLLKPVQRILKYHLLLQEIAKHFDEEEDGFEVVEDAIDTMTCVAWYINDMKRRHEHAVRLQEIQSLLINWKGPDLTTY.... (2) The miRNA is mmu-miR-465a-3p with sequence GAUCAGGGCCUUUCUAAGUAGA. The protein sequence of the target gene is MPAERPAGSGGSEAPAMVEQLDTAVITPAMLEEEEQLEAAGLERERKMLEKARMSWDRESTEIRYRRLQHLLEKSNIYSKFLLTKMEQQQLEEQKKKEKLERKKESLKVKKGKNSIDASEEKPVMRKKRGREDESYNISEVMSKEEILSVAKKNKKENEDENSSSTNLCVEDLQKNKDSNSIIKDRLSETVRQNTKFFFDPVRKCNGQPVPFQQPKHFTGGVMRWYQVEGMEWLRMLWENGINGILADEMGLGKTVQCIATIALMIQRGVPGPFLVCGPLSTLPNWMAEFKRFTPDIPTM.... Result: 0 (no interaction). (3) The miRNA is mmu-miR-1898 with sequence AGGUCAAGGUUCACAGGGGAUC. The protein sequence of the target gene is MGETMSKRLKFHLGEAEMEERSFPNPFPDYEAAASAAGLAAGSAEETGRVCPLPTTEDPGLPFHPNGKIVPNFIKRIQTKIKDLLQQMEEGLKTADPHDCSAYTGWTGIALLYLQLYRVTGDQTYLLRSLDYVKRTLRNLSGRRVTFLCGDAGPLAVGAVIYHKLKSECESQECITKLLQMHRTIVCQESELPDELLYGRAGYLYALLYLNTEIGPGTVGETAIKEVVSAIIESGKSLSREERKSERCPLLYQWHRKQYVGAAHGMAGIYYMLMQPEAKVDQETLTEMVKPSIDYVRHKK.... Result: 0 (no interaction).